This data is from Full USPTO retrosynthesis dataset with 1.9M reactions from patents (1976-2016). The task is: Predict the reactants needed to synthesize the given product. The reactants are: COC1C=C(OC)C=CC=1C[N:6]1[C:11](=[O:12])[CH2:10][CH2:9][CH:8]([C:13]([OH:15])=[O:14])[CH2:7]1.C1(OC)C=CC=CC=1. Given the product [O:12]=[C:11]1[NH:6][CH2:7][CH:8]([C:13]([OH:15])=[O:14])[CH2:9][CH2:10]1, predict the reactants needed to synthesize it.